From a dataset of Full USPTO retrosynthesis dataset with 1.9M reactions from patents (1976-2016). Predict the reactants needed to synthesize the given product. (1) Given the product [CH3:1][C:2]1([CH3:14])[C:6]([CH3:7])([CH3:8])[O:5][B:4]([C:9]2[CH:13]=[N:12][N:11]([CH2:16][C:17]3[S:18][C:19]4[CH:25]=[CH:24][CH:23]=[CH:22][C:20]=4[N:21]=3)[CH:10]=2)[O:3]1, predict the reactants needed to synthesize it. The reactants are: [CH3:1][C:2]1([CH3:14])[C:6]([CH3:8])([CH3:7])[O:5][B:4]([C:9]2[CH:10]=[N:11][NH:12][CH:13]=2)[O:3]1.Br[CH2:16][C:17]1[S:18][C:19]2[CH:25]=[CH:24][CH:23]=[CH:22][C:20]=2[N:21]=1.[H-].[Na+]. (2) Given the product [Br:1][C:2]1[CH:3]=[C:4]2[C:9](=[CH:10][CH:11]=1)[C:8]([N:15]1[CH2:16][CH2:17][CH2:18][CH:14]1[CH3:13])=[N:7][N:6]=[CH:5]2, predict the reactants needed to synthesize it. The reactants are: [Br:1][C:2]1[CH:3]=[C:4]2[C:9](=[CH:10][CH:11]=1)[C:8](Cl)=[N:7][N:6]=[CH:5]2.[CH3:13][CH:14]1[CH2:18][CH2:17][CH2:16][NH:15]1. (3) Given the product [CH:41]1[C:40]2[CH:39]([CH2:38][O:37][C:35]([NH:22][C@@H:23]([C:32]([NH:1][CH2:2][CH2:3][NH:4][C:5](=[O:14])[C:6]3[CH:11]=[CH:10][C:9]([O:12][CH3:13])=[CH:8][CH:7]=3)=[O:33])[CH2:24][C:25]([O:26][C:27]([CH3:28])([CH3:30])[CH3:29])=[O:31])=[O:36])[C:51]3[C:46](=[CH:47][CH:48]=[CH:49][CH:50]=3)[C:45]=2[CH:44]=[CH:43][CH:42]=1, predict the reactants needed to synthesize it. The reactants are: [NH2:1][CH2:2][CH2:3][NH:4][C:5](=[O:14])[C:6]1[CH:11]=[CH:10][C:9]([O:12][CH3:13])=[CH:8][CH:7]=1.CN1CCOCC1.[NH:22]([C:35]([O:37][CH2:38][CH:39]1[C:51]2[C:46](=[CH:47][CH:48]=[CH:49][CH:50]=2)[C:45]2[C:40]1=[CH:41][CH:42]=[CH:43][CH:44]=2)=[O:36])[C@H:23]([C:32](O)=[O:33])[CH2:24][C:25](=[O:31])[O:26][C:27]([CH3:30])([CH3:29])[CH3:28].C(OC(Cl)=O)C(C)C. (4) Given the product [ClH:53].[ClH:53].[CH3:1][N:2]1[C:10]2[CH:9]=[C:8]([N:11]3[CH:16]=[CH:15][C:14]([O:17][CH2:18][C:19]4[CH:20]=[N:21][C:22]([C:25]([F:28])([F:26])[F:27])=[CH:23][CH:24]=4)=[CH:13][C:12]3=[O:29])[CH:7]=[CH:6][C:5]=2[C:4]2[CH2:30][NH:31][CH2:32][CH2:33][C:3]1=2, predict the reactants needed to synthesize it. The reactants are: [CH3:1][N:2]1[C:10]2[CH:9]=[C:8]([N:11]3[CH:16]=[CH:15][C:14]([O:17][CH2:18][C:19]4[CH:20]=[N:21][C:22]([C:25]([F:28])([F:27])[F:26])=[CH:23][CH:24]=4)=[CH:13][C:12]3=[O:29])[CH:7]=[CH:6][C:5]=2[C:4]2[CH2:30][N:31](C(OC(C)(C)C)=O)[CH2:32][CH2:33][C:3]1=2.C1(N)C(F)=C(F)C(F)=C(N)C=1F.[ClH:53].Cl. (5) Given the product [C:7]([Cl:2])(=[O:10])[CH3:8].[P:1]([Cl:6])([Cl:3])([Cl:2])=[O:9], predict the reactants needed to synthesize it. The reactants are: [P:1]([Cl:6])(Cl)(Cl)([Cl:3])[Cl:2].[C:7]([O:10]C(=O)C)(=[O:9])[CH3:8]. (6) Given the product [S:19]([OH:22])([OH:21])(=[O:20])=[O:18].[CH2:1]([NH:3][C:4]1[N:5]=[C:6]([NH:14][CH2:15][CH2:16][CH3:17])[N:7]=[C:8]([NH:10][CH2:11][C:12]#[CH:13])[N:9]=1)[CH3:2].[CH2:1]([NH:3][C:4]1[N:5]=[C:6]([NH:14][CH2:15][CH2:16][CH3:17])[N:7]=[C:8]([NH:10][CH2:11][C:12]#[CH:13])[N:9]=1)[CH3:2], predict the reactants needed to synthesize it. The reactants are: [CH2:1]([NH:3][C:4]1[N:9]=[C:8]([NH:10][CH2:11][CH2:12][CH3:13])[N:7]=[C:6]([NH:14][CH2:15][C:16]#[CH:17])[N:5]=1)[CH3:2].[OH:18][S:19]([OH:22])(=[O:21])=[O:20].S(O)(O)(=O)=O.CN(C)C1N=C(NCCC)N=C(NCC#C)N=1.CN(C)C1N=C(NCCC)N=C(NCC#C)N=1. (7) Given the product [ClH:28].[Cl:28][C:27]1[N:19]([C:16]2[CH:17]=[CH:18][C:13]([O:12][CH2:11][C@H:7]3[CH2:8][CH2:9][CH2:10][N:6]3[CH2:5][CH2:4][C:3]([OH:29])=[O:2])=[CH:14][CH:15]=2)[N:20]=[C:21]2[C:26]=1[CH:25]=[CH:24][CH:23]=[CH:22]2, predict the reactants needed to synthesize it. The reactants are: C[O:2][C:3](=[O:29])[CH2:4][CH2:5][N:6]1[CH2:10][CH2:9][CH2:8][C@@H:7]1[CH2:11][O:12][C:13]1[CH:18]=[CH:17][C:16]([N:19]2[C:27]([Cl:28])=[C:26]3[C:21]([CH:22]=[CH:23][CH:24]=[CH:25]3)=[N:20]2)=[CH:15][CH:14]=1.O.Cl.